From a dataset of Forward reaction prediction with 1.9M reactions from USPTO patents (1976-2016). Predict the product of the given reaction. Given the reactants [F:1][C:2]1[CH:7]=[C:6]([CH3:8])[CH:5]=[CH:4][C:3]=1[NH2:9].[I:10]I, predict the reaction product. The product is: [F:1][C:2]1[CH:7]=[C:6]([CH3:8])[CH:5]=[C:4]([I:10])[C:3]=1[NH2:9].